This data is from Forward reaction prediction with 1.9M reactions from USPTO patents (1976-2016). The task is: Predict the product of the given reaction. (1) Given the reactants [O:1]=[C:2]1[N:7]([CH2:8][CH2:9][N:10]2C(=O)C3C(=CC=CC=3)C2=O)[N:6]=[C:5]([C:21]2[CH:26]=[CH:25][CH:24]=[CH:23][CH:22]=2)[CH:4]=[CH:3]1.NN, predict the reaction product. The product is: [NH2:10][CH2:9][CH2:8][N:7]1[C:2](=[O:1])[CH:3]=[CH:4][C:5]([C:21]2[CH:26]=[CH:25][CH:24]=[CH:23][CH:22]=2)=[N:6]1. (2) Given the reactants [Si]([O:8][C@H:9]1[CH2:13][CH2:12][N:11]([CH2:14][C@@H:15]([N:27](C)[C:28](=O)OCC2C=CC=CC=2)[C:16]2[CH:21]=[CH:20][CH:19]=[C:18]([C:22]3[N:26]=[CH:25][O:24][N:23]=3)[CH:17]=2)[CH2:10]1)(C(C)(C)C)(C)C, predict the reaction product. The product is: [O:24]1[CH:25]=[N:26][C:22]([C:18]2[CH:17]=[C:16]([CH:15]([NH:27][CH3:28])[CH2:14][N:11]3[CH2:12][CH2:13][C@H:9]([OH:8])[CH2:10]3)[CH:21]=[CH:20][CH:19]=2)=[N:23]1. (3) Given the reactants [ClH:1].[OH:2][CH2:3][C:4]1[CH:9]=[CH:8][CH:7]=[CH:6][C:5]=1[C:10]1[CH:15]=[CH:14][C:13]([CH2:16][C@H:17]([NH:32][C:33]([C@H:35]2[CH2:40][CH2:39][C@H:38]([CH2:41][NH:42]C(=O)OC(C)(C)C)[CH2:37][CH2:36]2)=[O:34])[C:18](=[O:31])[NH:19][C:20]2[CH:25]=[CH:24][C:23]([C:26]3[N:27]=[N:28][NH:29][N:30]=3)=[CH:22][CH:21]=2)=[CH:12][CH:11]=1, predict the reaction product. The product is: [ClH:1].[NH2:42][CH2:41][C@H:38]1[CH2:39][CH2:40][C@H:35]([C:33]([NH:32][C@@H:17]([CH2:16][C:13]2[CH:14]=[CH:15][C:10]([C:5]3[CH:6]=[CH:7][CH:8]=[CH:9][C:4]=3[CH2:3][OH:2])=[CH:11][CH:12]=2)[C:18](=[O:31])[NH:19][C:20]2[CH:21]=[CH:22][C:23]([C:26]3[N:27]=[N:28][NH:29][N:30]=3)=[CH:24][CH:25]=2)=[O:34])[CH2:36][CH2:37]1. (4) The product is: [CH:23]1([NH:28][C:20]([C:11]2[CH:12]=[C:13]([C:14]3[CH:19]=[N:18][CH:17]=[CH:16][N:15]=3)[N:9]([C:6]3[N:7]=[N:8][C:3]([O:2][CH3:1])=[CH:4][CH:5]=3)[N:10]=2)=[O:22])[CH2:27][CH2:26][CH2:25][CH2:24]1. Given the reactants [CH3:1][O:2][C:3]1[N:8]=[N:7][C:6]([N:9]2[C:13]([C:14]3[CH:19]=[N:18][CH:17]=[CH:16][N:15]=3)=[CH:12][C:11]([C:20]([OH:22])=O)=[N:10]2)=[CH:5][CH:4]=1.[CH:23]1([NH2:28])[CH2:27][CH2:26][CH2:25][CH2:24]1, predict the reaction product.